From a dataset of Forward reaction prediction with 1.9M reactions from USPTO patents (1976-2016). Predict the product of the given reaction. (1) Given the reactants [CH2:1]([O:4][C:5]([O:7][C@@H:8]1[C@@H:17]([CH2:18][O:19][Si](C(C)(C)C)(C)C)[O:16][C@H:11]([O:12]/[CH:13]=[CH:14]/[CH3:15])[C@H:10]([O:27][CH2:28][CH2:29][C@H:30]([O:42][C:43]([O:45][CH2:46][CH:47]=[CH2:48])=[O:44])[CH2:31][CH2:32][CH2:33][CH2:34][CH2:35][CH2:36][CH2:37][CH2:38][CH2:39][CH2:40][CH3:41])[C@H:9]1[O:49][CH2:50][CH2:51][CH2:52][CH2:53][CH2:54][CH2:55][CH2:56][CH2:57][CH2:58][CH2:59][CH2:60][CH3:61])=[O:6])[CH:2]=[CH2:3].F, predict the reaction product. The product is: [CH2:1]([O:4][C:5]([O:7][C@@H:8]1[C@@H:17]([CH2:18][OH:19])[O:16][C@H:11]([O:12]/[CH:13]=[CH:14]/[CH3:15])[C@H:10]([O:27][CH2:28][CH2:29][C@H:30]([O:42][C:43]([O:45][CH2:46][CH:47]=[CH2:48])=[O:44])[CH2:31][CH2:32][CH2:33][CH2:34][CH2:35][CH2:36][CH2:37][CH2:38][CH2:39][CH2:40][CH3:41])[C@H:9]1[O:49][CH2:50][CH2:51][CH2:52][CH2:53][CH2:54][CH2:55][CH2:56][CH2:57][CH2:58][CH2:59][CH2:60][CH3:61])=[O:6])[CH:2]=[CH2:3]. (2) Given the reactants [C:1]1([C:7]2[CH:15]=[CH:14][C:10]([C:11](O)=[O:12])=[CH:9][CH:8]=2)[CH:6]=[CH:5][CH:4]=[CH:3][CH:2]=1.ON1C2C=CC=CC=2N=N1.[NH2:26][NH:27][C:28]([NH2:30])=[S:29].Cl.C(N=C=NCCCN(C)C)C, predict the reaction product. The product is: [C:1]1([C:7]2[CH:15]=[CH:14][C:10]([C:11]([NH:26][NH:27][C:28]([NH2:30])=[S:29])=[O:12])=[CH:9][CH:8]=2)[CH:6]=[CH:5][CH:4]=[CH:3][CH:2]=1. (3) Given the reactants [Cl:1][CH2:2][C:3](Cl)=[O:4].Cl.[NH2:7][C@@H:8]([CH2:29][CH2:30][C:31]1[CH:36]=[CH:35][CH:34]=[CH:33][CH:32]=1)[C:9]([N:11]1[CH2:16][CH2:15][CH:14]([N:17]2[C:25]3[C:20](=[CH:21][CH:22]=[CH:23][CH:24]=3)[C:19]([CH3:27])([CH3:26])[C:18]2=[O:28])[CH2:13][CH2:12]1)=[O:10].C(N(CC)CC)C, predict the reaction product. The product is: [Cl:1][CH2:2][C:3]([NH:7][C@@H:8]([CH2:29][CH2:30][C:31]1[CH:32]=[CH:33][CH:34]=[CH:35][CH:36]=1)[C:9]([N:11]1[CH2:12][CH2:13][CH:14]([N:17]2[C:25]3[C:20](=[CH:21][CH:22]=[CH:23][CH:24]=3)[C:19]([CH3:27])([CH3:26])[C:18]2=[O:28])[CH2:15][CH2:16]1)=[O:10])=[O:4]. (4) Given the reactants [Br:1][C:2]1[N:3]=[C:4]([Cl:10])[C:5]([NH:8][NH2:9])=[N:6][CH:7]=1.[C:11](OC)(OC)(OC)[CH3:12], predict the reaction product. The product is: [Br:1][C:2]1[N:3]=[C:4]([Cl:10])[C:5]2[N:6]([C:11]([CH3:12])=[N:9][N:8]=2)[CH:7]=1. (5) Given the reactants [CH3:1][O:2][C:3]1[CH:4]=[C:5]2[C:9](=[CH:10][CH:11]=1)[NH:8][CH:7]=[C:6]2[CH2:12][CH2:13][CH2:14][CH2:15][OH:16].[S:17](Cl)([C:20]1[CH:26]=[CH:25][C:23]([CH3:24])=[CH:22][CH:21]=1)(=[O:19])=[O:18], predict the reaction product. The product is: [CH3:24][C:23]1[CH:25]=[CH:26][C:20]([S:17]([O:16][CH2:15][CH2:14][CH2:13][CH2:12][C:6]2[C:5]3[C:9](=[CH:10][CH:11]=[C:3]([O:2][CH3:1])[CH:4]=3)[NH:8][CH:7]=2)(=[O:19])=[O:18])=[CH:21][CH:22]=1. (6) Given the reactants [O:1]1[C:5]2([CH2:10][CH2:9][C:8](=O)[CH2:7][CH2:6]2)[O:4][CH2:3][CH2:2]1.[CH2:12]([CH2:14][NH2:15])[OH:13].C(O[BH-](OC(=O)C)OC(=O)C)(=O)C.[Na+], predict the reaction product. The product is: [O:1]1[C:5]2([CH2:10][CH2:9][CH:8]([NH:15][CH2:14][CH2:12][OH:13])[CH2:7][CH2:6]2)[O:4][CH2:3][CH2:2]1.